This data is from Forward reaction prediction with 1.9M reactions from USPTO patents (1976-2016). The task is: Predict the product of the given reaction. (1) Given the reactants Br[C:2]1[CH:3]=[N:4][N:5]2[C:10]([C:11]3[CH:12]=[C:13]([NH:17][C:18](=[O:23])[CH2:19][CH:20]([CH3:22])[CH3:21])[CH:14]=[CH:15][CH:16]=3)=[CH:9][CH:8]=[N:7][C:6]=12.[C:24]1([C:33]2[CH:38]=[CH:37][CH:36]=[CH:35][CH:34]=2)[CH:29]=[CH:28][CH:27]=[C:26](B(O)O)[CH:25]=1, predict the reaction product. The product is: [C:24]1([C:33]2[CH:34]=[CH:35][CH:36]=[CH:37][CH:38]=2)[CH:29]=[CH:28][CH:27]=[C:26]([C:2]2[CH:3]=[N:4][N:5]3[C:10]([C:11]4[CH:12]=[C:13]([NH:17][C:18](=[O:23])[CH2:19][CH:20]([CH3:22])[CH3:21])[CH:14]=[CH:15][CH:16]=4)=[CH:9][CH:8]=[N:7][C:6]=23)[CH:25]=1. (2) Given the reactants [CH3:1][C:2]([C:4]1[C:5]([OH:12])=[CH:6][C:7]([OH:11])=[CH:8][C:9]=1[OH:10])=[O:3].C(=O)([O-])[O-].[K+].[K+].[C:19](Cl)(=[O:21])[CH3:20].Cl.O1CC[CH2:26][CH2:25]1, predict the reaction product. The product is: [C:19]([C:1]1[C:2](=[O:3])[C:4]2[C:9]([OH:10])=[CH:8][C:7]([OH:11])=[CH:6][C:5]=2[O:12][C:25]=1[CH3:26])(=[O:21])[CH3:20].